Predict the product of the given reaction. From a dataset of Forward reaction prediction with 1.9M reactions from USPTO patents (1976-2016). (1) Given the reactants [NH2:1][C:2]1[N:7]=[C:6]([N:8]2[CH2:32][CH2:31][C:11]3([CH2:15][N:14]([C:16]([O:18][CH2:19][C:20]4[CH:25]=[CH:24][CH:23]=[CH:22][CH:21]=4)=[O:17])[C@H:13]([C:26]([O:28][CH2:29][CH3:30])=[O:27])[CH2:12]3)[CH2:10][CH2:9]2)[CH:5]=[C:4]([O:33][C@H:34]([C:39]2[CH:44]=[CH:43][C:42]([C:45]3[CH2:46][CH2:47][NH:48][CH2:49][CH:50]=3)=[CH:41][C:40]=2[N:51]2[CH:55]=[CH:54][C:53]([CH3:56])=[N:52]2)[C:35]([F:38])([F:37])[F:36])[N:3]=1.[CH3:57][S:58](Cl)(=[O:60])=[O:59].C(N(CC)CC)C, predict the reaction product. The product is: [NH2:1][C:2]1[N:7]=[C:6]([N:8]2[CH2:9][CH2:10][C:11]3([CH2:15][N:14]([C:16]([O:18][CH2:19][C:20]4[CH:25]=[CH:24][CH:23]=[CH:22][CH:21]=4)=[O:17])[C@H:13]([C:26]([O:28][CH2:29][CH3:30])=[O:27])[CH2:12]3)[CH2:31][CH2:32]2)[CH:5]=[C:4]([O:33][C@H:34]([C:39]2[CH:44]=[CH:43][C:42]([C:45]3[CH2:46][CH2:47][N:48]([S:58]([CH3:57])(=[O:60])=[O:59])[CH2:49][CH:50]=3)=[CH:41][C:40]=2[N:51]2[CH:55]=[CH:54][C:53]([CH3:56])=[N:52]2)[C:35]([F:37])([F:36])[F:38])[N:3]=1. (2) Given the reactants Cl[C:2](Cl)([O:4]C(=O)OC(Cl)(Cl)Cl)Cl.[CH3:13][C:14]([C:17]([NH:19][C:20]1[CH:21]=[N:22][C:23]([O:26][C:27]2[CH:36]=[CH:35][CH:34]=[C:33]3[C:28]=2[CH2:29][CH:30]([CH3:37])[CH2:31][O:32]3)=[CH:24][CH:25]=1)=[O:18])([CH3:16])[NH2:15], predict the reaction product. The product is: [CH3:16][C:14]1([CH3:13])[NH:15][C:2](=[O:4])[N:19]([C:20]2[CH:21]=[N:22][C:23]([O:26][C:27]3[CH:36]=[CH:35][CH:34]=[C:33]4[C:28]=3[CH2:29][CH:30]([CH3:37])[CH2:31][O:32]4)=[CH:24][CH:25]=2)[C:17]1=[O:18]. (3) The product is: [ClH:59].[C:47]1([CH:46]([C:53]2[CH:54]=[CH:55][CH:56]=[CH:57][CH:58]=2)[CH2:45][NH:44][C:23]2[N:22]=[C:21]([NH:20][C@H:17]3[CH2:18][CH2:19][NH:15][CH2:16]3)[N:29]=[C:28]3[C:24]=2[N:25]=[CH:26][N:27]3[C@@H:30]2[CH2:34][C@H:33]([NH:35][C:36]([CH:38]3[CH2:39][CH2:40][CH2:41]3)=[O:37])[C@@H:32]([OH:42])[C@H:31]2[OH:43])[CH:52]=[CH:51][CH:50]=[CH:49][CH:48]=1. Given the reactants FC(F)(F)C(O)=O.C(OC([N:15]1[CH2:19][CH2:18][C@H:17]([NH:20][C:21]2[N:29]=[C:28]3[C:24]([N:25]=[CH:26][N:27]3[C@@H:30]3[CH2:34][C@H:33]([NH:35][C:36]([CH:38]4[CH2:41][CH2:40][CH2:39]4)=[O:37])[C@@H:32]([OH:42])[C@H:31]3[OH:43])=[C:23]([NH:44][CH2:45][CH:46]([C:53]3[CH:58]=[CH:57][CH:56]=[CH:55][CH:54]=3)[C:47]3[CH:52]=[CH:51][CH:50]=[CH:49][CH:48]=3)[N:22]=2)[CH2:16]1)=O)(C)(C)C.[ClH:59], predict the reaction product. (4) Given the reactants [CH2:1]([S:3]([N:6]1[CH2:11][CH2:10][CH:9]([C:12]2[C:20]3[C:15](=[C:16]([C:31]([NH2:33])=[O:32])[CH:17]=[C:18]([C:21]4[CH:26]=[CH:25][C:24]([CH:27]=[N:28][O:29][CH3:30])=[CH:23][CH:22]=4)[CH:19]=3)[NH:14][CH:13]=2)[CH2:8][CH2:7]1)(=[O:5])=[O:4])[CH3:2].Cl.C([BH3-])#N.[Na+], predict the reaction product. The product is: [CH2:1]([S:3]([N:6]1[CH2:7][CH2:8][CH:9]([C:12]2[C:20]3[C:15](=[C:16]([C:31]([NH2:33])=[O:32])[CH:17]=[C:18]([C:21]4[CH:26]=[CH:25][C:24]([CH2:27][NH:28][O:29][CH3:30])=[CH:23][CH:22]=4)[CH:19]=3)[NH:14][CH:13]=2)[CH2:10][CH2:11]1)(=[O:5])=[O:4])[CH3:2]. (5) Given the reactants [CH2:1]([O:3][C:4]1[CH:9]=[CH:8][C:7]([F:10])=[CH:6][C:5]=1[OH:11])[CH3:2].C1N2CN3CN(C2)CN1C3.FC(F)(F)[C:24](O)=[O:25], predict the reaction product. The product is: [CH2:1]([O:3][C:4]1[C:5]([OH:11])=[CH:6][C:7]([F:10])=[C:8]([CH:9]=1)[CH:24]=[O:25])[CH3:2]. (6) Given the reactants [NH2:1][C:2]1[NH:3][C:4]2[N:5]([N:9]=[CH:10][CH:11]=2)[C:6](=O)[CH:7]=1.P(Cl)(Cl)([Cl:14])=O, predict the reaction product. The product is: [Cl:14][C:6]1[N:5]2[N:9]=[CH:10][CH:11]=[C:4]2[N:3]=[C:2]([NH2:1])[CH:7]=1. (7) The product is: [Cl:10][C:11]1[C:16]([O:25][C:22]2[CH:5]=[C:4]([I:9])[CH:3]=[C:2]([Cl:1])[CH:7]=2)=[C:15]([C:18]([F:21])([F:20])[F:19])[CH:14]=[CH:13][N:12]=1. Given the reactants [Cl:1][C:2]1[CH2:3][C:4]([I:9])(O)[CH:5]=C[CH:7]=1.[Cl:10][C:11]1[C:16](F)=[C:15]([C:18]([F:21])([F:20])[F:19])[CH:14]=[CH:13][N:12]=1.[C:22]([O-:25])([O-])=O.[K+].[K+], predict the reaction product.